From a dataset of Catalyst prediction with 721,799 reactions and 888 catalyst types from USPTO. Predict which catalyst facilitates the given reaction. (1) Reactant: [N:1]1([CH2:6][CH2:7][O:8][C:9]2[CH:14]=[CH:13][C:12]([NH2:15])=[CH:11][CH:10]=2)[CH:5]=[CH:4][CH:3]=[N:2]1.[Cl:16][C:17]1[CH:22]=[C:21]([C:23]([F:26])([F:25])[F:24])[CH:20]=[CH:19][C:18]=1[C:27]#[C:28][C:29](O)=[O:30]. Product: [N:1]1([CH2:6][CH2:7][O:8][C:9]2[CH:10]=[CH:11][C:12]([NH:15][C:29](=[O:30])[C:28]#[C:27][C:18]3[CH:19]=[CH:20][C:21]([C:23]([F:25])([F:24])[F:26])=[CH:22][C:17]=3[Cl:16])=[CH:13][CH:14]=2)[CH:5]=[CH:4][CH:3]=[N:2]1. The catalyst class is: 98. (2) Reactant: [C:16]1([B:15](O[B:15]([C:22]2[CH:27]=[CH:26][CH:25]=[CH:24][CH:23]=2)[C:16]2[CH:21]=[CH:20][CH:19]=[CH:18][CH:17]=2)[C:22]2[CH:23]=[CH:24][CH:25]=[CH:26][CH:27]=2)[CH:21]=[CH:20][CH:19]=[CH:18][CH:17]=1.[C:28]1([C:34]2[NH:38][N:37]=[C:36]([C:39]3[CH:44]=[CH:43][CH:42]=[CH:41][N:40]=3)[CH:35]=2)[CH:33]=[CH:32][CH:31]=[CH:30][CH:29]=1. Product: [C:22]1([B:15]([C:16]2[CH:17]=[CH:18][CH:19]=[CH:20][CH:21]=2)[N:37]2[C:36]([C:39]3[CH:44]=[CH:43][CH:42]=[CH:41][N:40]=3)=[CH:35][C:34]([C:28]3[CH:33]=[CH:32][CH:31]=[CH:30][CH:29]=3)=[N:38]2)[CH:23]=[CH:24][CH:25]=[CH:26][CH:27]=1. The catalyst class is: 11. (3) Reactant: [F:1][C:2]1([F:11])[CH2:7][CH2:6][CH:5]([C:8](=[S:10])[NH2:9])[CH2:4][CH2:3]1.[CH3:12][O:13][C:14](=[O:22])[CH:15](Cl)[C:16](=O)[CH2:17][O:18][CH3:19]. Product: [CH3:12][O:13][C:14]([C:15]1[S:10][C:8]([CH:5]2[CH2:6][CH2:7][C:2]([F:1])([F:11])[CH2:3][CH2:4]2)=[N:9][C:16]=1[CH2:17][O:18][CH3:19])=[O:22]. The catalyst class is: 8. (4) Reactant: [CH2:1]([Mg]Br)[CH3:2].[N:5]1(C(OC(C)(C)C)=O)[CH2:10][CH2:9][CH2:8][CH:7]([C:11]([O:13]CC)=O)[CH2:6]1.[C:23](O)([C:25](F)(F)F)=O.C(Cl)[Cl:31]. Product: [ClH:31].[NH:5]1[CH2:10][CH2:9][CH2:8][CH:7]([C:11]([OH:13])([CH2:1][CH3:2])[CH2:23][CH3:25])[CH2:6]1. The catalyst class is: 385. (5) Reactant: [CH3:1][C:2]1([CH3:9])[C@H:7]([OH:8])[C:5](=[O:6])[O:4][CH2:3]1.[BH4-].[Na+]. Product: [CH3:1][C:2]([CH3:9])([CH2:3][OH:4])[C@H:7]([OH:8])[CH2:5][OH:6]. The catalyst class is: 5.